Task: Binary Classification. Given a T-cell receptor sequence (or CDR3 region) and an epitope sequence, predict whether binding occurs between them.. Dataset: TCR-epitope binding with 47,182 pairs between 192 epitopes and 23,139 TCRs (1) The epitope is KRWIILGLNK. The TCR CDR3 sequence is CASRKGQGDWEAFF. Result: 1 (the TCR binds to the epitope). (2) The epitope is TSDLATNNLVVMAY. The TCR CDR3 sequence is CASSLNPGNPNEQFF. Result: 0 (the TCR does not bind to the epitope). (3) The epitope is KLWAQCVQL. The TCR CDR3 sequence is CASSRDGYFMEETQYF. Result: 1 (the TCR binds to the epitope). (4) The TCR CDR3 sequence is CASSLRGQPQHF. Result: 0 (the TCR does not bind to the epitope). The epitope is GVAMPNLYK.